From a dataset of Forward reaction prediction with 1.9M reactions from USPTO patents (1976-2016). Predict the product of the given reaction. (1) The product is: [I:1][C:2]1[CH:11]=[CH:10][C:9]([O:12][CH2:25][C:24]2[CH:27]=[CH:28][C:21]([O:20][CH3:19])=[CH:22][CH:23]=2)=[C:8]2[C:3]=1[CH:4]=[CH:5][CH:6]=[N:7]2. Given the reactants [I:1][C:2]1[CH:11]=[CH:10][C:9]([OH:12])=[C:8]2[C:3]=1[CH:4]=[CH:5][CH:6]=[N:7]2.C(=O)([O-])[O-].[K+].[K+].[CH3:19][O:20][C:21]1[CH:28]=[CH:27][C:24]([CH2:25]Cl)=[CH:23][CH:22]=1, predict the reaction product. (2) Given the reactants [Cl:1][C:2]1[CH:3]=[C:4]([CH:6]=[C:7]([Cl:21])[C:8]=1[O:9][C:10]1[CH:15]=[CH:14][CH:13]=[C:12]([O:16][CH2:17][CH:18]2[CH2:20][CH2:19]2)[CH:11]=1)[NH2:5].Cl[C:23]1[C:24]2[N:31]([CH2:32][CH2:33][NH:34][C:35](=[O:41])OC(C)(C)C)[CH:30]=[CH:29][C:25]=2[N:26]=[CH:27][N:28]=1.Cl.C(OCC)(=O)C.[CH3:49][S:50]([CH2:53]C(O)=O)(=[O:52])=[O:51].Cl.C(N=C=NCCCN(C)C)C.ON1C2C=CC=CC=2N=N1, predict the reaction product. The product is: [Cl:1][C:2]1[CH:3]=[C:4]([NH:5][C:23]2[C:24]3[N:31]([CH2:32][CH2:33][NH:34][C:35](=[O:41])[CH2:49][S:50]([CH3:53])(=[O:52])=[O:51])[CH:30]=[CH:29][C:25]=3[N:26]=[CH:27][N:28]=2)[CH:6]=[C:7]([Cl:21])[C:8]=1[O:9][C:10]1[CH:15]=[CH:14][CH:13]=[C:12]([O:16][CH2:17][CH:18]2[CH2:20][CH2:19]2)[CH:11]=1. (3) The product is: [CH2:1]([C:5]1[N:6]([CH2:33][C:34]2[CH:39]=[CH:38][C:37]([C:40]3[CH:45]=[CH:44][CH:43]=[CH:42][C:41]=3[C:46]3[NH:50][N:49]=[N:48][N:47]=3)=[CH:36][CH:35]=2)[C:7]([C:11]([O:13][CH2:14][O:15][P:16]([O:31][CH3:32])([O:18][C@H:19]2[CH2:23][O:22][C@@H:21]3[C@H:24]([O:27][N+:28]([O-:30])=[O:29])[CH2:25][O:26][C@H:20]23)=[O:17])=[O:12])=[C:8]([Cl:10])[N:9]=1)[CH2:2][CH2:3][CH3:4]. Given the reactants [CH2:1]([C:5]1[N:6]([CH2:33][C:34]2[CH:39]=[CH:38][C:37]([C:40]3[CH:45]=[CH:44][CH:43]=[CH:42][C:41]=3[C:46]3[N:50](C(C4C=CC=CC=4)(C4C=CC=CC=4)C4C=CC=CC=4)[N:49]=[N:48][N:47]=3)=[CH:36][CH:35]=2)[C:7]([C:11]([O:13][CH2:14][O:15][P:16]([O:31][CH3:32])([O:18][C@H:19]2[CH2:23][O:22][C@@H:21]3[C@H:24]([O:27][N+:28]([O-:30])=[O:29])[CH2:25][O:26][C@H:20]23)=[O:17])=[O:12])=[C:8]([Cl:10])[N:9]=1)[CH2:2][CH2:3][CH3:4], predict the reaction product. (4) Given the reactants N[C:2]1[CH:11]=[CH:10][C:9]2[C:4](=[CH:5][CH:6]=[CH:7][CH:8]=2)[C:3]=1[OH:12].C([N:15](CC)CC)C.[C:20](O[C:20]([O:22][C:23]([CH3:26])([CH3:25])[CH3:24])=[O:21])([O:22][C:23]([CH3:26])([CH3:25])[CH3:24])=[O:21], predict the reaction product. The product is: [C:23]([O:22][C:20](=[O:21])[NH:15][C:10]1[C:9]2[C:4](=[CH:5][CH:6]=[CH:7][CH:8]=2)[C:3]([OH:12])=[CH:2][CH:11]=1)([CH3:26])([CH3:25])[CH3:24]. (5) Given the reactants [Cl:1][C:2]1[CH:10]=[C:9]2[C:5]([C:6]([CH:11]=[O:12])=[CH:7][NH:8]2)=[CH:4][C:3]=1[C:13]1[CH:24]=[CH:23][C:16]2[O:17][C@H:18]([CH2:21][OH:22])[CH2:19][O:20][C:15]=2[CH:14]=1.Cl([O-])=[O:26].[Na+].P([O-])(O)(O)=O.[Na+], predict the reaction product. The product is: [Cl:1][C:2]1[CH:10]=[C:9]2[C:5]([C:6]([C:11]([OH:26])=[O:12])=[CH:7][NH:8]2)=[CH:4][C:3]=1[C:13]1[CH:24]=[CH:23][C:16]2[O:17][C@H:18]([CH2:21][OH:22])[CH2:19][O:20][C:15]=2[CH:14]=1. (6) Given the reactants [OH:1][CH2:2][C@H:3]([NH:10][C:11](=[O:17])[CH2:12][CH2:13][CH2:14][CH:15]=[CH2:16])[C:4]1[CH:9]=[CH:8][CH:7]=[CH:6][CH:5]=1.[CH3:18][C@H:19]([CH2:23][CH:24]=[CH2:25])[C:20](O)=[O:21], predict the reaction product. The product is: [CH3:18][C@H:19]([CH2:23][CH:24]=[CH2:25])[C:20]([O:1][CH2:2][C@H:3]([NH:10][C:11](=[O:17])[CH2:12][CH2:13][CH2:14][CH:15]=[CH2:16])[C:4]1[CH:9]=[CH:8][CH:7]=[CH:6][CH:5]=1)=[O:21]. (7) Given the reactants C(O)(C)(C)C.[C:6]([C:8]([NH:13][C:14](=[O:20])[O:15][C:16]([CH3:19])([CH3:18])[CH3:17])([CH2:10][CH2:11][CH3:12])[CH3:9])#[N:7], predict the reaction product. The product is: [NH2:7][CH2:6][C:8]([NH:13][C:14](=[O:20])[O:15][C:16]([CH3:19])([CH3:18])[CH3:17])([CH3:9])[CH2:10][CH2:11][CH3:12]. (8) Given the reactants [CH2:1]([O:8][CH2:9][C@H:10]([OH:14])[CH2:11][CH:12]=[CH2:13])[C:2]1[CH:7]=[CH:6][CH:5]=[CH:4][CH:3]=1.[H-].[Na+].Br[CH2:18][CH:19]([O:23][CH2:24][CH3:25])[O:20][CH2:21][CH3:22], predict the reaction product. The product is: [CH2:21]([O:20][CH:19]([O:23][CH2:24][CH3:25])[CH2:18][O:14][C@H:10]([CH2:11][CH:12]=[CH2:13])[CH2:9][O:8][CH2:1][C:2]1[CH:7]=[CH:6][CH:5]=[CH:4][CH:3]=1)[CH3:22]. (9) Given the reactants [CH:1]1([CH2:4][O:5][C:6]2[CH:7]=[C:8]([C:16]3[NH:20][C:19]([CH2:21][O:22]CC4C=CC(OC)=CC=4)=[C:18]([C:32]([O:34][CH2:35][CH3:36])=[O:33])[CH:17]=3)[CH:9]=[CH:10][C:11]=2[O:12][CH:13]([F:15])[F:14])[CH2:3][CH2:2]1.ClCCl.ClC1C(=O)C(C#N)=C(C#N)C(=O)C=1Cl, predict the reaction product. The product is: [CH:1]1([CH2:4][O:5][C:6]2[CH:7]=[C:8]([C:16]3[NH:20][C:19]([CH:21]=[O:22])=[C:18]([C:32]([O:34][CH2:35][CH3:36])=[O:33])[CH:17]=3)[CH:9]=[CH:10][C:11]=2[O:12][CH:13]([F:15])[F:14])[CH2:3][CH2:2]1. (10) The product is: [Cl:37][C:34]1[CH:35]=[CH:36][C:31]([C@H:12]2[C@H:13]([OH:23])[C@@H:14]([OH:15])[C@H:9]([OH:8])[C@@H:10]([CH2:48][OH:49])[O:11]2)=[CH:32][C:33]=1[CH2:38][C:39]1[CH:40]=[C:41]2[C:45](=[CH:46][CH:47]=1)[CH2:44][CH2:43][CH2:42]2. Given the reactants C([O:8][C@H:9]1[C@H:14]([O:15]CC2C=CC=CC=2)[C@@H:13]([O:23]CC2C=CC=CC=2)[C@H:12]([C:31]2[CH:36]=[CH:35][C:34]([Cl:37])=[C:33]([CH2:38][C:39]3[CH:40]=[C:41]4[C:45](=[CH:46][CH:47]=3)[CH2:44][CH2:43][CH2:42]4)[CH:32]=2)[O:11][C@@H:10]1[CH2:48][O:49]CC1C=CC=CC=1)C1C=CC=CC=1.CO, predict the reaction product.